Dataset: Full USPTO retrosynthesis dataset with 1.9M reactions from patents (1976-2016). Task: Predict the reactants needed to synthesize the given product. (1) Given the product [CH2:1]([O:8][C:9]([C:11]1[CH:15]=[C:14]([Br:36])[S:13][C:12]=1[C:16]1[CH:21]=[CH:20][C:19]([C:22]2[CH:23]=[CH:24][C:25]([C:28]3([C:31]([O:33][CH2:34][CH3:35])=[O:32])[CH2:30][CH2:29]3)=[CH:26][CH:27]=2)=[CH:18][CH:17]=1)=[O:10])[C:2]1[CH:3]=[CH:4][CH:5]=[CH:6][CH:7]=1, predict the reactants needed to synthesize it. The reactants are: [CH2:1]([O:8][C:9]([C:11]1[CH:15]=[CH:14][S:13][C:12]=1[C:16]1[CH:21]=[CH:20][C:19]([C:22]2[CH:27]=[CH:26][C:25]([C:28]3([C:31]([O:33][CH2:34][CH3:35])=[O:32])[CH2:30][CH2:29]3)=[CH:24][CH:23]=2)=[CH:18][CH:17]=1)=[O:10])[C:2]1[CH:7]=[CH:6][CH:5]=[CH:4][CH:3]=1.[Br:36]N1C(=O)CCC1=O.O. (2) Given the product [C:2]([S:5][S:9][C:7]([N:27]([CH3:28])[C@@H:23]([CH2:22][S:21][S:20][C:16]([CH3:19])([CH3:18])[CH3:17])[C:24]([O:26][CH2:31][C:30]#[N:32])=[O:25])=[O:8])([CH3:4])([CH3:3])[CH3:1], predict the reactants needed to synthesize it. The reactants are: [CH3:1][C:2]([SH:5])([CH3:4])[CH3:3].Cl[C:7]([S:9]Cl)=[O:8].C(=O)(O)[O-].[Na+].[C:16]([S:20][S:21][CH2:22][C@H:23]([NH:27][CH3:28])[C:24]([OH:26])=[O:25])([CH3:19])([CH3:18])[CH3:17].Cl.[CH2:30]([N:32](C(C)C)C(C)C)[CH3:31].[Cl-].[NH4+]. (3) Given the product [Cl:17][C:9]1[CH:10]=[C:11]([C:13]([F:14])([F:15])[F:16])[CH:12]=[C:7]([Cl:6])[C:8]=1[N:18]1[C:22]([NH:23][CH2:24][C:26]2[CH:31]=[N:30][CH:29]=[CH:28][N:27]=2)=[CH:21][C:20]([C:32]#[N:33])=[N:19]1, predict the reactants needed to synthesize it. The reactants are: C(O)C.[BH4-].[Na+].[Cl:6][C:7]1[CH:12]=[C:11]([C:13]([F:16])([F:15])[F:14])[CH:10]=[C:9]([Cl:17])[C:8]=1[N:18]1[C:22](=[N:23][CH:24]([C:26]2[CH:31]=[N:30][CH:29]=[CH:28][N:27]=2)Cl)[CH:21]=[C:20]([C:32]#[N:33])[NH:19]1.O.